From a dataset of Acute oral toxicity (LD50) regression data from Zhu et al.. Regression/Classification. Given a drug SMILES string, predict its toxicity properties. Task type varies by dataset: regression for continuous values (e.g., LD50, hERG inhibition percentage) or binary classification for toxic/non-toxic outcomes (e.g., AMES mutagenicity, cardiotoxicity, hepatotoxicity). Dataset: ld50_zhu. (1) The compound is COCCOCCOCCOCCOC. The rat oral LD50 is 1.64, given as -log10 of the dose in mol/kg body weight (higher means more acutely toxic). (2) The compound is COc1ccccc1OCC(O)CO. The rat oral LD50 is 2.12, given as -log10 of the dose in mol/kg body weight (higher means more acutely toxic).